Dataset: Full USPTO retrosynthesis dataset with 1.9M reactions from patents (1976-2016). Task: Predict the reactants needed to synthesize the given product. (1) Given the product [OH:24][C:23]1[CH:3]=[CH:2][CH:1]=[CH:6][C:5]=1[CH2:7][CH2:8][C:9]([O:11][CH3:4])=[O:10], predict the reactants needed to synthesize it. The reactants are: [CH:1]1[CH:2]=[CH:3][C:4]2[O:11][C:9](=[O:10])[CH2:8][CH2:7][C:5]=2[CH:6]=1.OS(O)(=O)=O.C([O-])([O-])=O.[K+].[K+].[CH3:23][OH:24]. (2) Given the product [Cl:1][C:2]1[CH:7]=[CH:6][C:5]([C:8]2[C:17]3[C:12](=[CH:13][C:14]([O:18][S:62]([C:65]([F:68])([F:67])[F:66])(=[O:64])=[O:63])=[CH:15][CH:16]=3)[CH:11]=[C:10]([CH3:29])[C:9]=2[C:30](=[O:36])[C:31]([O:33][CH2:34][CH3:35])=[O:32])=[CH:4][CH:3]=1, predict the reactants needed to synthesize it. The reactants are: [Cl:1][C:2]1[CH:7]=[CH:6][C:5]([C:8]2[C:17]3[C:12](=[CH:13][C:14]([O:18][Si](C(C)C)(C(C)C)C(C)C)=[CH:15][CH:16]=3)[CH:11]=[C:10]([CH3:29])[C:9]=2[C:30](=[O:36])[C:31]([O:33][CH2:34][CH3:35])=[O:32])=[CH:4][CH:3]=1.CCCC[N+](CCCC)(CCCC)CCCC.[F-].C1C=CC(N([S:62]([C:65]([F:68])([F:67])[F:66])(=[O:64])=[O:63])[S:62]([C:65]([F:68])([F:67])[F:66])(=[O:64])=[O:63])=CC=1.C(=O)([O-])[O-].[K+].[K+].